This data is from Forward reaction prediction with 1.9M reactions from USPTO patents (1976-2016). The task is: Predict the product of the given reaction. (1) The product is: [CH:36]1([C:39]2[C:40]([O:49][CH2:50][CH:51]3[CH2:56][CH2:55][N:54]([S:57]([C:60]4[CH:65]=[CH:64][CH:63]=[C:62]([C:66]([F:68])([F:67])[F:69])[CH:61]=4)(=[O:59])=[O:58])[CH2:53][CH2:52]3)=[CH:41][C:42]([F:48])=[C:43]([CH:47]=2)[C:44]([NH:54][S:57]([CH3:60])(=[O:59])=[O:58])=[O:45])[CH2:37][CH2:38]1. Given the reactants ClC1C(F)=C(C=C(C(F)(F)F)C=1)CN1CCC(COC2C(C3CC3)=CC(C(O)=O)=C(F)C=2)(F)CC1.[CH:36]1([C:39]2[C:40]([O:49][CH2:50][CH:51]3[CH2:56][CH2:55][N:54]([S:57]([C:60]4[CH:65]=[CH:64][CH:63]=[C:62]([C:66]([F:69])([F:68])[F:67])[CH:61]=4)(=[O:59])=[O:58])[CH2:53][CH2:52]3)=[CH:41][C:42]([F:48])=[C:43]([CH:47]=2)[C:44](O)=[O:45])[CH2:38][CH2:37]1, predict the reaction product. (2) Given the reactants [CH3:1][O:2][C:3](=[O:34])[CH2:4][C@H:5]1[C:9]2[CH:10]=[CH:11][C:12]([O:14][C@H:15]3[C:23]4[C:18](=[C:19](B5OC(C)(C)C(C)(C)O5)[CH:20]=[CH:21][C:22]=4[F:24])[CH2:17][CH2:16]3)=[CH:13][C:8]=2[O:7][CH2:6]1.Br[C:36]1[C:41]([CH3:42])=[CH:40][C:39]([C:43]2[CH:48]=[CH:47][CH:46]=[C:45]([CH3:49])[N:44]=2)=[CH:38][C:37]=1[CH3:50].BrC1C=CC(F)=C2C=1CC[C@H]2OC1C=CC2[C@H](CC(OC)=O)COC=2C=1, predict the reaction product. The product is: [CH3:1][O:2][C:3](=[O:34])[CH2:4][C@H:5]1[C:9]2[CH:8]=[CH:13][C:12]([O:14][C@H:15]3[C:23]4[C:18](=[C:19]([C:36]5[C:37]([CH3:50])=[CH:38][C:39]([C:43]6[CH:48]=[CH:47][CH:46]=[C:45]([CH3:49])[N:44]=6)=[CH:40][C:41]=5[CH3:42])[CH:20]=[CH:21][C:22]=4[F:24])[CH2:17][CH2:16]3)=[CH:11][C:10]=2[O:7][CH2:6]1.